From a dataset of Catalyst prediction with 721,799 reactions and 888 catalyst types from USPTO. Predict which catalyst facilitates the given reaction. (1) Reactant: [Br:1][C:2]1[CH:3]=[C:4](/[C:10](=[N:12]/[S:13]([C:15]([CH3:18])([CH3:17])[CH3:16])=[O:14])/[CH3:11])[CH:5]=[CH:6][C:7]=1[C:8]#[N:9].CCC(C)[BH-](C(C)CC)C(C)CC.[Li+]. Product: [Br:1][C:2]1[CH:3]=[C:4]([C@H:10]([NH:12][S:13]([C:15]([CH3:16])([CH3:18])[CH3:17])=[O:14])[CH3:11])[CH:5]=[CH:6][C:7]=1[C:8]#[N:9]. The catalyst class is: 49. (2) Reactant: [CH3:1][C:2]1[C:3]([CH2:9][N:10]([CH2:17][C:18]2[C:23]([C:24]([C:27]3[CH:32]=[CH:31][C:30]([F:33])=[CH:29][CH:28]=3)([CH3:26])[CH3:25])=[CH:22][CH:21]=[CH:20][N:19]=2)[CH:11]2[CH2:16][CH2:15][NH:14][CH2:13][CH2:12]2)=[N:4][CH:5]=[C:6]([CH3:8])[CH:7]=1.[C:34](N1C=CN=C1)([N:36]1[CH:40]=[CH:39][N:38]=[CH:37]1)=[O:35].C(NC(C)C)(C)C. Product: [NH4+:4].[OH-:35].[CH3:1][C:2]1[C:3]([CH2:9][N:10]([CH2:17][C:18]2[C:23]([C:24]([C:27]3[CH:32]=[CH:31][C:30]([F:33])=[CH:29][CH:28]=3)([CH3:26])[CH3:25])=[CH:22][CH:21]=[CH:20][N:19]=2)[CH:11]2[CH2:12][CH2:13][N:14]([C:34]([N:36]3[CH:40]=[CH:39][N:38]=[CH:37]3)=[O:35])[CH2:15][CH2:16]2)=[N:4][CH:5]=[C:6]([CH3:8])[CH:7]=1. The catalyst class is: 118. (3) Reactant: [F:1][C:2]([F:19])([F:18])[C:3]1[CH:4]=[C:5]([C:9]2[CH:14]=[CH:13][CH:12]=[C:11]([CH2:15][CH2:16][OH:17])[CH:10]=2)[CH:6]=[CH:7][CH:8]=1. Product: [F:1][C:2]([F:18])([F:19])[C:3]1[CH:4]=[C:5]([C:9]2[CH:14]=[CH:13][CH:12]=[C:11]([CH2:15][CH:16]=[O:17])[CH:10]=2)[CH:6]=[CH:7][CH:8]=1. The catalyst class is: 23. (4) Product: [NH2:11][C:12]1[C:17]([C:18]([F:19])([F:20])[F:21])=[CH:16][C:15]([CH2:22][C@H:23]([C:24]([N:26]2[C@H:30]([CH2:31][C:32]3[CH:33]=[CH:34][CH:35]=[CH:36][CH:37]=3)[CH2:29][O:28][C:27]2=[O:38])=[O:25])[CH2:41][C:42]([O:44][C:45]([CH3:48])([CH3:47])[CH3:46])=[O:43])=[CH:14][C:13]=1[Cl:39]. Reactant: C[Si]([N-][Si](C)(C)C)(C)C.[Na+].[NH2:11][C:12]1[C:17]([C:18]([F:21])([F:20])[F:19])=[CH:16][C:15]([CH2:22][CH2:23][C:24]([N:26]2[C@H:30]([CH2:31][C:32]3[CH:37]=[CH:36][CH:35]=[CH:34][CH:33]=3)[CH2:29][O:28][C:27]2=[O:38])=[O:25])=[CH:14][C:13]=1[Cl:39].Br[CH2:41][C:42]([O:44][C:45]([CH3:48])([CH3:47])[CH3:46])=[O:43].[NH4+].[Cl-]. The catalyst class is: 1. (5) Reactant: C([N:3]([CH2:6][CH3:7])[CH2:4]C)C.[P:8]([Cl:18])(Cl)(=[O:16])[O:9][C:10]1[CH:15]=[CH:14][CH:13]=[CH:12][CH:11]=1.Cl.C[O:21][C:22](=[O:26])[C@H](C)N. Product: [P:8]([Cl:18])(=[O:16])([O:26][C:22](=[O:21])[C@H:6]([CH3:7])[NH:3][CH3:4])[O:9][C:10]1[CH:11]=[CH:12][CH:13]=[CH:14][CH:15]=1. The catalyst class is: 2. (6) Reactant: [CH2:1]([O:3][C:4]([C:6]1[CH:7]=[C:8]2[C:13](=[CH:14][CH:15]=1)[N:12]=[C:11]([CH2:16][CH3:17])[CH:10]=[C:9]2[O:18][CH2:19][C:20]1[CH:25]=[CH:24][C:23]([C:26]2[CH:30]=[C:29]([CH3:31])[S:28][C:27]=2[S:32](=[O:48])(=[O:47])[N:33]([C:40]2[C:44]([CH3:45])=[C:43]([CH3:46])[O:42][N:41]=2)COCCOC)=[C:22]([CH2:49][O:50][CH3:51])[CH:21]=1)=[O:5])[CH3:2].Cl. Product: [CH2:1]([O:3][C:4]([C:6]1[CH:7]=[C:8]2[C:13](=[CH:14][CH:15]=1)[N:12]=[C:11]([CH2:16][CH3:17])[CH:10]=[C:9]2[O:18][CH2:19][C:20]1[CH:25]=[CH:24][C:23]([C:26]2[CH:30]=[C:29]([CH3:31])[S:28][C:27]=2[S:32](=[O:47])(=[O:48])[NH:33][C:40]2[C:44]([CH3:45])=[C:43]([CH3:46])[O:42][N:41]=2)=[C:22]([CH2:49][O:50][CH3:51])[CH:21]=1)=[O:5])[CH3:2]. The catalyst class is: 8.